This data is from Peptide-MHC class I binding affinity with 185,985 pairs from IEDB/IMGT. The task is: Regression. Given a peptide amino acid sequence and an MHC pseudo amino acid sequence, predict their binding affinity value. This is MHC class I binding data. (1) The peptide sequence is NQLYLTVSF. The MHC is HLA-A69:01 with pseudo-sequence HLA-A69:01. The binding affinity (normalized) is 0.331. (2) The peptide sequence is DLGLLYTAKY. The MHC is HLA-A32:01 with pseudo-sequence HLA-A32:01. The binding affinity (normalized) is 0. (3) The peptide sequence is STTENAAYQV. The MHC is HLA-A02:02 with pseudo-sequence HLA-A02:02. The binding affinity (normalized) is 0.369. (4) The peptide sequence is IVAAVIIMA. The MHC is HLA-A02:01 with pseudo-sequence HLA-A02:01. The binding affinity (normalized) is 0.307. (5) The peptide sequence is DHQAAMQII. The MHC is Mamu-B1001 with pseudo-sequence Mamu-B1001. The binding affinity (normalized) is 0.523. (6) The peptide sequence is IQTPTKLMNK. The MHC is HLA-A11:01 with pseudo-sequence HLA-A11:01. The binding affinity (normalized) is 0.493.